From a dataset of Full USPTO retrosynthesis dataset with 1.9M reactions from patents (1976-2016). Predict the reactants needed to synthesize the given product. (1) Given the product [O:23]1[C:27]2[CH:28]=[CH:29][C:30]([C:2]3[CH:3]=[C:4]([S:8]([NH:11][C:12]4[CH:21]=[CH:20][C:15]([C:16]([OH:18])=[O:17])=[C:14]([OH:22])[CH:13]=4)(=[O:10])=[O:9])[CH:5]=[CH:6][CH:7]=3)=[CH:31][C:26]=2[CH2:25][CH2:24]1, predict the reactants needed to synthesize it. The reactants are: Br[C:2]1[CH:3]=[C:4]([S:8]([NH:11][C:12]2[CH:21]=[CH:20][C:15]([C:16]([O:18]C)=[O:17])=[C:14]([OH:22])[CH:13]=2)(=[O:10])=[O:9])[CH:5]=[CH:6][CH:7]=1.[O:23]1[C:27]2[CH:28]=[CH:29][C:30](B(O)O)=[CH:31][C:26]=2[CH2:25][CH2:24]1.CCN(C(C)C)C(C)C.C(Cl)Cl. (2) Given the product [C:1]([C:3]1[CH:4]=[C:5]([CH:25]=[C:26]([CH3:28])[CH:27]=1)[C:6]([C:8]1[N:13]([CH2:14][CH2:15][O:16][C:17](=[O:19])[CH3:18])[C:12](=[O:20])[N:11]([CH2:36][C:37]2[CH:42]=[CH:41][C:40]([O:43][CH3:44])=[CH:39][CH:38]=2)[C:10](=[O:21])[C:9]=1[CH:22]([CH3:24])[CH3:23])=[O:7])#[N:2], predict the reactants needed to synthesize it. The reactants are: [C:1]([C:3]1[CH:4]=[C:5]([CH:25]=[C:26]([CH3:28])[CH:27]=1)[C:6]([C:8]1[N:13]([CH2:14][CH2:15][O:16][C:17](=[O:19])[CH3:18])[C:12](=[O:20])[NH:11][C:10](=[O:21])[C:9]=1[CH:22]([CH3:24])[CH3:23])=[O:7])#[N:2].C(=O)([O-])[O-].[K+].[K+].Br[CH2:36][C:37]1[CH:42]=[CH:41][C:40]([O:43][CH3:44])=[CH:39][CH:38]=1.[I-].[Li+]. (3) Given the product [NH2:24][C:21]1[CH:20]=[CH:19][C:18]([C:13]2[CH:14]=[CH:15][CH:16]=[CH:17][C:12]=2[CH2:11][N:5]2[C:4](=[O:27])[C:3]([C:28]([NH:30][CH2:31][C:32]([OH:34])=[O:33])=[O:29])=[C:2]([OH:1])[C:7]([CH:8]([CH3:10])[CH3:9])=[N:6]2)=[CH:23][CH:22]=1, predict the reactants needed to synthesize it. The reactants are: [OH:1][C:2]1[C:7]([CH:8]([CH3:10])[CH3:9])=[N:6][N:5]([CH2:11][C:12]2[CH:17]=[CH:16][CH:15]=[CH:14][C:13]=2[C:18]2[CH:23]=[CH:22][C:21]([N+:24]([O-])=O)=[CH:20][CH:19]=2)[C:4](=[O:27])[C:3]=1[C:28]([NH:30][CH2:31][C:32]([OH:34])=[O:33])=[O:29].[H][H]. (4) Given the product [Cl:1][C:2]1[CH:10]=[C:9]([F:11])[C:8]2[N:7]([CH2:23][CH:22]([C:24]3[CH:29]=[CH:28][N:27]=[CH:26][CH:25]=3)[OH:21])[C:6]3[CH2:12][CH2:13][N:14]4[C@@H:18]([C:5]=3[C:4]=2[CH:3]=1)[CH2:17][CH2:16][CH2:15]4, predict the reactants needed to synthesize it. The reactants are: [Cl:1][C:2]1[CH:10]=[C:9]([F:11])[C:8]2[NH:7][C:6]3[CH2:12][CH2:13][N:14]4[C@@H:18]([C:5]=3[C:4]=2[CH:3]=1)[CH2:17][CH2:16][CH2:15]4.[H-].[Na+].[O:21]1[CH2:23][CH:22]1[C:24]1[CH:29]=[CH:28][N:27]=[CH:26][CH:25]=1. (5) The reactants are: [CH3:1][CH:2]([C:8](OCC)=O)[C:3]([O:5]CC)=O.[Cl:13][C:14]1[CH:19]=[C:18]([Cl:20])[CH:17]=[CH:16][C:15]=1CCl.[OH-].[K+].Cl.O=S(Cl)Cl.[Al+3].[Cl-].[Cl-].[Cl-]. Given the product [Cl:13][C:14]1[CH:19]=[C:18]([Cl:20])[CH:17]=[C:16]2[C:15]=1[CH2:8][CH:2]([CH3:1])[C:3]2=[O:5], predict the reactants needed to synthesize it. (6) Given the product [CH3:1][C:2]1[C:14]2[CH:13]([CH2:16][CH3:17])[C:12]3[C:7](=[CH:8][CH:9]=[CH:10][CH:11]=3)[C:6]=2[CH:5]=[CH:4][CH:3]=1, predict the reactants needed to synthesize it. The reactants are: [CH3:1][C:2]1[C:14]2[CH2:13][C:12]3[C:7](=[CH:8][CH:9]=[CH:10][CH:11]=3)[C:6]=2[CH:5]=[CH:4][CH:3]=1.[Li][CH2:16][CH2:17]CC.ICC. (7) The reactants are: CS(O)(=O)=O.C(OC([NH:13][C@:14]1([C:19]([OH:21])=[O:20])[CH2:16][C@H:15]1[CH:17]=[CH2:18])=O)(C)(C)C.C(N(CC)CC)C. Given the product [NH2:13][C@:14]1([C:19]([OH:21])=[O:20])[CH2:16][C@H:15]1[CH:17]=[CH2:18], predict the reactants needed to synthesize it. (8) The reactants are: ClC1[CH:7]=[C:6]([C:8]2[CH:9]=[N:10][C:11]([C:14]([F:17])([F:16])[F:15])=[N:12][CH:13]=2)[CH:5]=[C:4](Cl)[N:3]=1.[CH3:19][Zn]C.O1[CH2:27][CH2:26]OCC1. Given the product [CH3:19][C:4]1[CH:5]=[C:6]([C:8]2[CH:13]=[N:12][C:11]([C:14]([F:15])([F:16])[F:17])=[N:10][CH:9]=2)[CH:7]=[C:26]([CH3:27])[N:3]=1, predict the reactants needed to synthesize it.